The task is: Predict the reactants needed to synthesize the given product.. This data is from Full USPTO retrosynthesis dataset with 1.9M reactions from patents (1976-2016). Given the product [OH:25][CH2:24][CH:21]1[CH2:22][CH2:23][N:18]([C:2]2[CH:15]=[C:14]([O:16][CH3:17])[CH:13]=[CH:12][C:3]=2[C:4]([N:6]([CH3:11])[CH2:7][CH:8]([CH3:10])[CH3:9])=[O:5])[CH2:19][CH2:20]1, predict the reactants needed to synthesize it. The reactants are: F[C:2]1[CH:15]=[C:14]([O:16][CH3:17])[CH:13]=[CH:12][C:3]=1[C:4]([N:6]([CH3:11])[CH2:7][CH:8]([CH3:10])[CH3:9])=[O:5].[NH:18]1[CH2:23][CH2:22][CH:21]([CH2:24][OH:25])[CH2:20][CH2:19]1.C(=O)([O-])[O-].[Cs+].[Cs+].CN(C=O)C.